Dataset: TCR-epitope binding with 47,182 pairs between 192 epitopes and 23,139 TCRs. Task: Binary Classification. Given a T-cell receptor sequence (or CDR3 region) and an epitope sequence, predict whether binding occurs between them. (1) The epitope is KLNVGDYFV. The TCR CDR3 sequence is CASSLAGGSTGELFF. Result: 1 (the TCR binds to the epitope). (2) The epitope is YLDAYNMMI. The TCR CDR3 sequence is CATRGAGNQPQHF. Result: 0 (the TCR does not bind to the epitope).